From a dataset of Reaction yield outcomes from USPTO patents with 853,638 reactions. Predict the reaction yield, written as a fraction of the theoretical maximum amount of product (1.0 means a 100% yield; for example, 0.34 means a 34% yield). (1) The reactants are [CH2:1]1[C:13]2[NH:12][C:11]3[C:6](=[CH:7][C:8]([NH2:14])=[CH:9][CH:10]=3)[C:5]=2[CH2:4][CH2:3][CH2:2]1.[O:15]1[C:19]2[CH:20]=[CH:21][C:22]([C:24]3([C:27](O)=[O:28])[CH2:26][CH2:25]3)=[CH:23][C:18]=2[O:17][CH2:16]1.C(N(C(C)C)CC)(C)C.F[P-](F)(F)(F)(F)F.N1(OC(N(C)C)=[N+](C)C)C2N=CC=CC=2N=N1. The catalyst is C(#N)C. The product is [O:15]1[C:19]2[CH:20]=[CH:21][C:22]([C:24]3([C:27]([NH:14][C:8]4[CH:7]=[C:6]5[C:11](=[CH:10][CH:9]=4)[NH:12][C:13]4[CH2:1][CH2:2][CH2:3][CH2:4][C:5]5=4)=[O:28])[CH2:25][CH2:26]3)=[CH:23][C:18]=2[O:17][CH2:16]1. The yield is 0.700. (2) The reactants are Br[C:2]1[CH:11]=[C:10]2[C:5]([CH2:6][CH:7]([CH3:26])[N:8]([C:12]3[CH:17]=[C:16]([N:18]4[CH2:23][CH2:22][N:21]([CH3:24])[CH2:20][CH2:19]4)[N:15]=[C:14]([NH2:25])[N:13]=3)[CH2:9]2)=[CH:4][CH:3]=1.CC1(C)C(C)(C)OB([C:35]2[CH2:36][CH2:37][N:38]([C:41]([O:43][C:44]([CH3:47])([CH3:46])[CH3:45])=[O:42])[CH2:39][CH:40]=2)O1.ClCCl.C(=O)([O-])[O-].[K+].[K+]. The catalyst is O1CCOCC1.O. The product is [NH2:25][C:14]1[N:13]=[C:12]([N:8]2[CH:7]([CH3:26])[CH2:6][C:5]3[C:10](=[CH:11][C:2]([C:35]4[CH2:40][CH2:39][N:38]([C:41]([O:43][C:44]([CH3:47])([CH3:46])[CH3:45])=[O:42])[CH2:37][CH:36]=4)=[CH:3][CH:4]=3)[CH2:9]2)[CH:17]=[C:16]([N:18]2[CH2:23][CH2:22][N:21]([CH3:24])[CH2:20][CH2:19]2)[N:15]=1. The yield is 0.597. (3) The reactants are [H-].[Na+].Cl[CH2:4][CH2:5][CH2:6][O:7][C:8]1[CH:13]=[CH:12][C:11]([N+:14]([O-:16])=[O:15])=[CH:10][C:9]=1[CH3:17].[CH:18]([C:21]1[NH:22][CH:23]=[CH:24][N:25]=1)([CH3:20])[CH3:19]. The catalyst is CN(C=O)C. The product is [CH:18]([C:21]1[N:22]([CH2:4][CH2:5][CH2:6][O:7][C:8]2[CH:13]=[CH:12][C:11]([N+:14]([O-:16])=[O:15])=[CH:10][C:9]=2[CH3:17])[CH:23]=[CH:24][N:25]=1)([CH3:20])[CH3:19]. The yield is 0.410. (4) The reactants are [SH:1][CH2:2][CH2:3][CH2:4][CH2:5][CH2:6][CH2:7][CH2:8][CH2:9][CH2:10][CH2:11][CH2:12][O:13][CH2:14][CH2:15][O:16][CH2:17][CH2:18][O:19][CH2:20][CH2:21][O:22][CH2:23][CH2:24][O:25][CH2:26][CH2:27][O:28][CH2:29][CH2:30][OH:31].[C:32]1([C:38](Cl)([C:45]2[CH:50]=[CH:49][CH:48]=[CH:47][CH:46]=2)[C:39]2[CH:44]=[CH:43][CH:42]=[CH:41][CH:40]=2)[CH:37]=[CH:36][CH:35]=[CH:34][CH:33]=1. The catalyst is C1COCC1. The product is [C:38]([S:1][CH2:2][CH2:3][CH2:4][CH2:5][CH2:6][CH2:7][CH2:8][CH2:9][CH2:10][CH2:11][CH2:12][O:13][CH2:14][CH2:15][O:16][CH2:17][CH2:18][O:19][CH2:20][CH2:21][O:22][CH2:23][CH2:24][O:25][CH2:26][CH2:27][O:28][CH2:29][CH2:30][OH:31])([C:32]1[CH:37]=[CH:36][CH:35]=[CH:34][CH:33]=1)([C:45]1[CH:46]=[CH:47][CH:48]=[CH:49][CH:50]=1)[C:39]1[CH:40]=[CH:41][CH:42]=[CH:43][CH:44]=1. The yield is 0.490. (5) The reactants are [F:1][C:2]1[C:3]2[O:10][C:9]([C:11](O)=[O:12])=[C:8]([NH:14][C:15]3[CH:20]=[CH:19][C:18]([I:21])=[CH:17][C:16]=3[F:22])[C:4]=2[CH:5]=[N:6][CH:7]=1.C(Cl)(=O)C(Cl)=O.[CH:29]([O:31][CH2:32][CH2:33][O:34][NH2:35])=[CH2:30].C(N(C(C)C)CC)(C)C. The catalyst is C(Cl)Cl.C(OCC)(=O)C. The product is [CH:29]([O:31][CH2:32][CH2:33][O:34][NH:35][C:11]([C:9]1[O:10][C:3]2[C:2]([F:1])=[CH:7][N:6]=[CH:5][C:4]=2[C:8]=1[NH:14][C:15]1[CH:20]=[CH:19][C:18]([I:21])=[CH:17][C:16]=1[F:22])=[O:12])=[CH2:30]. The yield is 0.530. (6) The reactants are O.[OH-].[Li+].[CH3:4][O:5][C:6]1[CH:11]=[CH:10][CH:9]=[CH:8][C:7]=1[C:12]1[O:13][C:14]2[CH:20]=[CH:19][C:18]([C:21]([O:23]C)=[O:22])=[CH:17][C:15]=2[CH:16]=1.Cl. The catalyst is O.O1CCCC1. The product is [CH3:4][O:5][C:6]1[CH:11]=[CH:10][CH:9]=[CH:8][C:7]=1[C:12]1[O:13][C:14]2[CH:20]=[CH:19][C:18]([C:21]([OH:23])=[O:22])=[CH:17][C:15]=2[CH:16]=1. The yield is 0.970. (7) The reactants are [NH2:1][C:2]1[NH:6][C:5]([C:7]([O:9][CH2:10][CH3:11])=[O:8])=[N:4][C:3]=1[C:12]1[CH:17]=[CH:16][CH:15]=[C:14]([Br:18])[CH:13]=1.Br[CH:20](Br)[CH3:21].C(=O)([O-])[O-].[Cs+].[Cs+].CN(C=O)C. No catalyst specified. The product is [Br:18][C:14]1[CH:13]=[C:12]([C:3]2[N:4]=[C:5]([C:7]([O:9][CH2:10][CH3:11])=[O:8])[N:6]3[CH2:21][CH2:20][NH:1][C:2]=23)[CH:17]=[CH:16][CH:15]=1. The yield is 0.790. (8) The reactants are CN(C=O)C.[CH3:6][C:7]1[O:11][N:10]=[CH:9][C:8]=1[C:12]([OH:14])=O.[Cl:15][C:16]1[CH:21]=[CH:20][C:19]([C:22]23[NH:40][CH2:39][CH2:38][N:23]2[C:24](=[O:37])[C:25]2[N:26]([C:28]([C:31]4[CH:36]=[CH:35][N:34]=[CH:33][CH:32]=4)=[CH:29][CH:30]=2)[CH2:27]3)=[CH:18][CH:17]=1.C(#N)C. The catalyst is ClCCl.N1C=CC=CC=1.C([O-])(O)=O.[Na+].O. The product is [Cl:15][C:16]1[CH:21]=[CH:20][C:19]([C:22]23[N:40]([C:12]([C:8]4[CH:9]=[N:10][O:11][C:7]=4[CH3:6])=[O:14])[CH2:39][CH2:38][N:23]2[C:24](=[O:37])[C:25]2[N:26]([C:28]([C:31]4[CH:32]=[CH:33][N:34]=[CH:35][CH:36]=4)=[CH:29][CH:30]=2)[CH2:27]3)=[CH:18][CH:17]=1. The yield is 0.120. (9) The reactants are [OH-].[Na+].[C:3]([C:6]1[CH:11]=[N:10][N:9]2[CH:12]=[C:13]([C:15]3[CH:20]=[CH:19][CH:18]=[CH:17][CH:16]=3)[CH:14]=[C:8]2[C:7]=1[NH:21][C@@H:22]([C:27]1[CH:32]=[CH:31][CH:30]=[CH:29][CH:28]=1)[C:23]([O:25]C)=[O:24])(=[O:5])[NH2:4]. The catalyst is CO.C1COCC1. The product is [C:3]([C:6]1[CH:11]=[N:10][N:9]2[CH:12]=[C:13]([C:15]3[CH:16]=[CH:17][CH:18]=[CH:19][CH:20]=3)[CH:14]=[C:8]2[C:7]=1[NH:21][C@@H:22]([C:27]1[CH:32]=[CH:31][CH:30]=[CH:29][CH:28]=1)[C:23]([OH:25])=[O:24])(=[O:5])[NH2:4]. The yield is 1.00. (10) The yield is 0.650. The product is [I:20][C:3]#[C:2][CH2:1][N:4]1[C:16]2[CH:15]=[CH:14][CH:13]=[CH:12][C:11]=2[C:10]2[C:5]1=[CH:6][CH:7]=[CH:8][CH:9]=2. The catalyst is CO.O1CCCC1. The reactants are [CH2:1]([N:4]1[C:16]2[CH:15]=[CH:14][CH:13]=[CH:12][C:11]=2[C:10]2[C:5]1=[CH:6][CH:7]=[CH:8][CH:9]=2)[C:2]#[CH:3].O.[OH-].[Na+].[I:20]I.